This data is from Full USPTO retrosynthesis dataset with 1.9M reactions from patents (1976-2016). The task is: Predict the reactants needed to synthesize the given product. (1) Given the product [F:1][C:2]1[CH:3]=[CH:4][C:5]([CH2:8][CH:9]([C:13]2[CH:14]=[CH:15][C:16]([S:19]([CH3:22])(=[O:20])=[O:21])=[CH:17][CH:18]=2)[C:10]([NH:33][C:31]2[O:32][C:28]3[CH:27]=[CH:26][CH:25]=[C:24]([CH3:23])[C:29]=3[N:30]=2)=[O:12])=[CH:6][CH:7]=1, predict the reactants needed to synthesize it. The reactants are: [F:1][C:2]1[CH:7]=[CH:6][C:5]([CH2:8][CH:9]([C:13]2[CH:18]=[CH:17][C:16]([S:19]([CH3:22])(=[O:21])=[O:20])=[CH:15][CH:14]=2)[C:10]([OH:12])=O)=[CH:4][CH:3]=1.[CH3:23][C:24]1[C:29]2[N:30]=[C:31]([NH2:33])[O:32][C:28]=2[CH:27]=[CH:26][CH:25]=1.CCN=C=NCCCN(C)C.Cl. (2) Given the product [Cl:1][C:2]1[CH:3]=[CH:4][C:5]([C:8]2[C:17]([O:18][CH2:19][C:20]3[NH:41][N:40]=[N:39][N:21]=3)=[CH:16][CH:15]=[C:14]3[C:9]=2[CH:10]=[CH:11][C:12]([CH2:22][NH:23][C:24]([C:26]2[C:30]4[CH:31]=[CH:32][CH:33]=[CH:34][C:29]=4[O:28][C:27]=2[CH2:35][CH2:36][CH2:37][CH3:38])=[O:25])=[CH:13]3)=[CH:6][CH:7]=1, predict the reactants needed to synthesize it. The reactants are: [Cl:1][C:2]1[CH:7]=[CH:6][C:5]([C:8]2[C:17]([O:18][CH2:19][C:20]#[N:21])=[CH:16][CH:15]=[C:14]3[C:9]=2[CH:10]=[CH:11][C:12]([CH2:22][NH:23][C:24]([C:26]2[C:30]4[CH:31]=[CH:32][CH:33]=[CH:34][C:29]=4[O:28][C:27]=2[CH2:35][CH2:36][CH2:37][CH3:38])=[O:25])=[CH:13]3)=[CH:4][CH:3]=1.[N-:39]=[N+:40]=[N-:41].[Na+].[Cl-].[NH4+].[OH-].[Na+]. (3) Given the product [CH3:1][N:2]([C:11]1[CH:22]=[CH:23][CH:18]=[CH:19][CH:20]=1)[C:3]1[CH:4]=[C:5]([CH3:10])[CH:6]=[C:7]([CH3:9])[CH:8]=1, predict the reactants needed to synthesize it. The reactants are: [CH3:1][N:2]([CH3:11])[C:3]1[CH:8]=[C:7]([CH3:9])[CH:6]=[C:5]([CH3:10])[CH:4]=1.FC(F)(F)S(O[C:18]1[CH:23]=[CH:22]C=[CH:20][C:19]=1[Si](C)(C)C)(=O)=O.[F-].[K+].C1OCCOCCOCCOCCOCCOC1. (4) The reactants are: Br[C:2]1[CH:10]=[CH:9][CH:8]=[C:7]2[C:3]=1[CH2:4][CH2:5][C:6]2=[O:11].[C:12]1(P(C2C=CC=CC=2)C2C=CC=CC=2)C=CC=C[CH:13]=1.C(B(OCCCC)OCCCC)=C.C(=O)([O-])[O-].[Na+].[Na+]. Given the product [CH:12]([C:2]1[CH:10]=[CH:9][CH:8]=[C:7]2[C:3]=1[CH2:4][CH2:5][C:6]2=[O:11])=[CH2:13], predict the reactants needed to synthesize it. (5) The reactants are: [Cl:1][C:2]1[CH:3]=[C:4]([C:8]2[CH:9]=[C:10]([CH2:16][C:17]3[CH:18]=[N:19][C:20](N)=[N:21][CH:22]=3)[CH:11]=[N:12][C:13]=2[O:14][CH3:15])[CH:5]=[CH:6][CH:7]=1.N(OC(C)(C)C)=[O:25]. Given the product [Cl:1][C:2]1[CH:3]=[C:4]([C:8]2[CH:9]=[C:10]([CH2:16][C:17]3[CH:18]=[N:19][C:20]([OH:25])=[N:21][CH:22]=3)[CH:11]=[N:12][C:13]=2[O:14][CH3:15])[CH:5]=[CH:6][CH:7]=1, predict the reactants needed to synthesize it. (6) Given the product [F:1][C:2]1[C:10]([I:19])=[C:6]([C:5]([CH3:11])=[CH:4][CH:3]=1)[C:7]([OH:9])=[O:8], predict the reactants needed to synthesize it. The reactants are: [F:1][C:2]1[CH:3]=[CH:4][C:5]([CH3:11])=[C:6]([CH:10]=1)[C:7]([OH:9])=[O:8].C1C(=O)N([I:19])C(=O)C1.O.